This data is from Reaction yield outcomes from USPTO patents with 853,638 reactions. The task is: Predict the reaction yield, written as a fraction of the theoretical maximum amount of product (1.0 means a 100% yield; for example, 0.34 means a 34% yield). (1) The reactants are [F:1][C:2]1[CH:7]=[C:6]([I:8])[CH:5]=[CH:4][C:3]=1[NH:9][C:10]1[N:15]([CH3:16])[C:14](=[O:17])[N:13]([CH3:18])[C:12](=[O:19])[C:11]=1[C:20](OC1C=CC=CC=1)=[O:21].Cl.[OH:30][CH:31]1[CH2:34][NH:33][CH2:32]1. No catalyst specified. The product is [F:1][C:2]1[CH:7]=[C:6]([I:8])[CH:5]=[CH:4][C:3]=1[NH:9][C:10]1[N:15]([CH3:16])[C:14](=[O:17])[N:13]([CH3:18])[C:12](=[O:19])[C:11]=1[C:20]([N:33]1[CH2:34][CH:31]([OH:30])[CH2:32]1)=[O:21]. The yield is 0.520. (2) The catalyst is O1CCCC1.C(O)C. The yield is 0.990. The reactants are [Cl:1][C:2]1[C:3]([O:12][C:13]2[CH:18]=[C:17]([O:19][CH:20]([CH3:22])[CH3:21])[CH:16]=[CH:15][C:14]=2[CH2:23][CH2:24][C:25]([O:27]CC)=[O:26])=[N:4][CH:5]=[C:6]([C:8]([F:11])([F:10])[F:9])[CH:7]=1.[OH-].[Na+].Cl. The product is [Cl:1][C:2]1[C:3]([O:12][C:13]2[CH:18]=[C:17]([O:19][CH:20]([CH3:21])[CH3:22])[CH:16]=[CH:15][C:14]=2[CH2:23][CH2:24][C:25]([OH:27])=[O:26])=[N:4][CH:5]=[C:6]([C:8]([F:10])([F:9])[F:11])[CH:7]=1. (3) The reactants are C([O:3][C:4]([CH:6]1[CH2:11][CH2:10][N:9]([S:12]([C:15]2[CH:20]=[CH:19][C:18]([CH3:21])=[CH:17][CH:16]=2)(=[O:14])=[O:13])[CH2:8][CH2:7]1)=O)C.[H-].[H-].[H-].[H-].[Li+].[Al+3].C1COCC1. The catalyst is C(Cl)Cl. The product is [C:18]1([CH3:21])[CH:17]=[CH:16][C:15]([S:12]([N:9]2[CH2:8][CH2:7][CH:6]([CH2:4][OH:3])[CH2:11][CH2:10]2)(=[O:13])=[O:14])=[CH:20][CH:19]=1. The yield is 1.00. (4) The reactants are [I:1][C:2]1[CH:6]=[C:5]([CH:7]2[CH2:12][CH2:11][N:10]([CH:13]3[CH2:16]O[CH2:14]3)[CH2:9][CH2:8]2)[N:4]([CH:17]([CH3:19])[CH3:18])[N:3]=1.[C:20]1(=O)CCC1. No catalyst specified. The product is [CH:13]1([N:10]2[CH2:11][CH2:12][CH:7]([C:5]3[N:4]([CH:17]([CH3:19])[CH3:18])[N:3]=[C:2]([I:1])[CH:6]=3)[CH2:8][CH2:9]2)[CH2:16][CH2:20][CH2:14]1. The yield is 0.190.